From a dataset of NCI-60 drug combinations with 297,098 pairs across 59 cell lines. Regression. Given two drug SMILES strings and cell line genomic features, predict the synergy score measuring deviation from expected non-interaction effect. (1) Drug 1: CC1=C2C(C(=O)C3(C(CC4C(C3C(C(C2(C)C)(CC1OC(=O)C(C(C5=CC=CC=C5)NC(=O)OC(C)(C)C)O)O)OC(=O)C6=CC=CC=C6)(CO4)OC(=O)C)OC)C)OC. Drug 2: CCN(CC)CCNC(=O)C1=C(NC(=C1C)C=C2C3=C(C=CC(=C3)F)NC2=O)C. Cell line: BT-549. Synergy scores: CSS=34.9, Synergy_ZIP=1.84, Synergy_Bliss=-1.92, Synergy_Loewe=-33.3, Synergy_HSA=-3.83. (2) Drug 1: CC1C(C(CC(O1)OC2CC(CC3=C2C(=C4C(=C3O)C(=O)C5=C(C4=O)C(=CC=C5)OC)O)(C(=O)C)O)N)O.Cl. Drug 2: C1=CC(=CC=C1CCCC(=O)O)N(CCCl)CCCl. Cell line: K-562. Synergy scores: CSS=38.0, Synergy_ZIP=6.53, Synergy_Bliss=7.06, Synergy_Loewe=4.51, Synergy_HSA=9.13. (3) Drug 1: CC1=CC=C(C=C1)C2=CC(=NN2C3=CC=C(C=C3)S(=O)(=O)N)C(F)(F)F. Cell line: MDA-MB-231. Synergy scores: CSS=1.29, Synergy_ZIP=-0.310, Synergy_Bliss=-1.14, Synergy_Loewe=-1.76, Synergy_HSA=-1.87. Drug 2: CC(C)NC(=O)C1=CC=C(C=C1)CNNC.Cl.